From a dataset of Forward reaction prediction with 1.9M reactions from USPTO patents (1976-2016). Predict the product of the given reaction. (1) Given the reactants [CH3:1][C:2]1[N:3]([C:8]2[CH:12]=[CH:11][N:10]([CH2:13][CH2:14][O:15][C:16]3[CH:22]=[CH:21][C:19]([NH2:20])=[CH:18][CH:17]=3)[N:9]=2)[C:4]([CH3:7])=[CH:5][CH:6]=1.[CH3:23][C:24]1[CH:32]=[CH:31][C:27]([C:28](O)=[O:29])=[C:26]([N:33]2[CH2:38][CH2:37][CH:36]([CH3:39])[CH2:35][CH2:34]2)[N:25]=1.F[P-](F)(F)(F)(F)F.N1(O[P+](N2CCCC2)(N2CCCC2)N2CCCC2)C2C=CC=CC=2N=N1.C(N(C(C)C)CC)(C)C.Cl, predict the reaction product. The product is: [CH3:7][C:4]1[N:3]([C:8]2[CH:12]=[CH:11][N:10]([CH2:13][CH2:14][O:15][C:16]3[CH:17]=[CH:18][C:19]([NH:20][C:28](=[O:29])[C:27]4[CH:31]=[CH:32][C:24]([CH3:23])=[N:25][C:26]=4[N:33]4[CH2:38][CH2:37][CH:36]([CH3:39])[CH2:35][CH2:34]4)=[CH:21][CH:22]=3)[N:9]=2)[C:2]([CH3:1])=[CH:6][CH:5]=1. (2) Given the reactants Cl[C:2]1[CH:9]=[CH:8][C:5]([CH2:6][NH2:7])=[CH:4][CH:3]=1.[CH:10]1[N:15]=[C:14](Cl)[C:13]2[N:17]=[CH:18][N:19]([C@@H:20]3[O:24][C@H:23]([CH2:25][OH:26])[C@@H:22]([OH:27])[C@H:21]3[OH:28])[C:12]=2[N:11]=1.C(N(CC)CC)C.C([OH:39])CC, predict the reaction product. The product is: [OH:39][C:8]1[CH:9]=[CH:2][CH:3]=[CH:4][C:5]=1[CH2:6][NH:7][C:14]1[C:13]2[N:17]=[CH:18][N:19]([C:12]=2[N:11]=[CH:10][N:15]=1)[C@@H:20]1[O:24][C@H:23]([CH2:25][OH:26])[C@@H:22]([OH:27])[C@H:21]1[OH:28]. (3) Given the reactants Cl.[OH:2][C:3]1[CH:4]=[C:5]([CH2:10][CH2:11][NH2:12])[CH:6]=[CH:7][C:8]=1[OH:9].C(N(CC)CC)C.[CH2:20]([N:26]=[C:27]=[O:28])[CH2:21][CH2:22][CH2:23][CH2:24][CH3:25], predict the reaction product. The product is: [OH:2][C:3]1[CH:4]=[C:5]([CH2:10][CH2:11][NH:12][C:27]([NH:26][CH2:20][CH2:21][CH2:22][CH2:23][CH2:24][CH3:25])=[O:28])[CH:6]=[CH:7][C:8]=1[OH:9].